From a dataset of Forward reaction prediction with 1.9M reactions from USPTO patents (1976-2016). Predict the product of the given reaction. (1) Given the reactants [CH3:1][C:2]1([CH3:8])[CH2:4][C@@H:3]1[C:5](O)=[O:6].C(N(CC)CC)C.ClC1C=C(Cl)C=C(Cl)C=1C(Cl)=O.[CH3:28][C:29]1[CH:33]=[C:32]([N:34]2[C:38]3[CH:39]=[C:40]([C:43]([F:46])([F:45])[F:44])[CH:41]=[CH:42][C:37]=3[N:36]=[C:35]2[NH2:47])[O:31][N:30]=1, predict the reaction product. The product is: [CH3:1][C:2]1([CH3:8])[CH2:4][C@@H:3]1[C:5]([NH:47][C:35]1[N:34]([C:32]2[O:31][N:30]=[C:29]([CH3:28])[CH:33]=2)[C:38]2[CH:39]=[C:40]([C:43]([F:46])([F:45])[F:44])[CH:41]=[CH:42][C:37]=2[N:36]=1)=[O:6]. (2) Given the reactants [N:1]12[CH2:8][CH2:7][CH:4]([CH2:5][CH2:6]1)[C@@H:3]([O:9][C:10]([C:12]1([C:19]3[S:20][CH:21]=[CH:22][CH:23]=3)[CH2:18][CH2:17][CH2:16][CH2:15][CH2:14][CH2:13]1)=[O:11])[CH2:2]2.[Br:24][CH2:25][C:26]([NH:28][C:29]1[CH:34]=[N:33][C:32]([CH3:35])=[CH:31][N:30]=1)=[O:27].C(OCC)C.CCCC(C)C, predict the reaction product. The product is: [Br-:24].[CH3:35][C:32]1[N:33]=[CH:34][C:29]([NH:28][C:26]([CH2:25][N+:1]23[CH2:6][CH2:5][CH:4]([CH2:7][CH2:8]2)[C@@H:3]([O:9][C:10]([C:12]2([C:19]4[S:20][CH:21]=[CH:22][CH:23]=4)[CH2:18][CH2:17][CH2:16][CH2:15][CH2:14][CH2:13]2)=[O:11])[CH2:2]3)=[O:27])=[N:30][CH:31]=1. (3) Given the reactants Cl.[C:2]([OH:5])(=[O:4])[CH3:3].Br.[Cl:7][C:8]1[CH:9]=[CH:10][C:11]2[N:12]([C:14](CC(N)=O)=[C:15]([C:17]3[CH:22]=[CH:21][C:20]([O:23][CH3:24])=[CH:19][CH:18]=3)[N:16]=2)[CH:13]=1, predict the reaction product. The product is: [Cl:7][C:8]1[CH:9]=[CH:10][C:11]2[N:12]([C:14]([CH2:3][C:2]([OH:5])=[O:4])=[C:15]([C:17]3[CH:22]=[CH:21][C:20]([O:23][CH3:24])=[CH:19][CH:18]=3)[N:16]=2)[CH:13]=1. (4) Given the reactants [CH:1]([O:4][C:5]1[CH:13]=[CH:12][C:11]([S:14]([CH3:17])(=[O:16])=[O:15])=[CH:10][C:6]=1[C:7]([OH:9])=O)([CH3:3])[CH3:2].Cl.[CH3:19][O:20][C:21]1[C:26]2[N:27]=[C:28]([N:30]3[CH2:35][CH2:34][NH:33][CH2:32][CH2:31]3)[S:29][C:25]=2[CH:24]=[CH:23][CH:22]=1, predict the reaction product. The product is: [CH:1]([O:4][C:5]1[CH:13]=[CH:12][C:11]([S:14]([CH3:17])(=[O:16])=[O:15])=[CH:10][C:6]=1[C:7]([N:33]1[CH2:34][CH2:35][N:30]([C:28]2[S:29][C:25]3[CH:24]=[CH:23][CH:22]=[C:21]([O:20][CH3:19])[C:26]=3[N:27]=2)[CH2:31][CH2:32]1)=[O:9])([CH3:2])[CH3:3].